Predict the reaction yield, written as a fraction of the theoretical maximum amount of product (1.0 means a 100% yield; for example, 0.34 means a 34% yield). From a dataset of Reaction yield outcomes from USPTO patents with 853,638 reactions. The reactants are C1(C(C2C=CC=CC=2)[N:8]2[CH2:11][CH:10]([O:12]/[N:13]=[C:14](\[CH3:22])/[CH2:15][C:16]3[N:21]=[CH:20][CH:19]=[CH:18][N:17]=3)[CH2:9]2)C=CC=CC=1.[Cl:29]CCCl.ClC(OC(Cl)=O)C. The catalyst is CO. The product is [ClH:29].[NH:8]1[CH2:11][CH:10]([O:12]/[N:13]=[C:14](\[CH3:22])/[CH2:15][C:16]2[N:17]=[CH:18][CH:19]=[CH:20][N:21]=2)[CH2:9]1. The yield is 0.990.